Dataset: Forward reaction prediction with 1.9M reactions from USPTO patents (1976-2016). Task: Predict the product of the given reaction. (1) Given the reactants I[C:2]1[CH:3]=[CH:4][C:5]([N:8]2[CH2:13][CH2:12][N:11]([C:14]([C:16]3[CH:21]=[CH:20][CH:19]=[CH:18][C:17]=3[C:22]([F:25])([F:24])[F:23])=[O:15])[CH2:10][CH2:9]2)=[N:6][CH:7]=1.[CH2:26]([O:29][C:30]1[CH:37]=[CH:36][C:33]([C:34]#[N:35])=[CH:32][N:31]=1)[C:27]#[CH:28], predict the reaction product. The product is: [F:23][C:22]([F:25])([F:24])[C:17]1[CH:18]=[CH:19][CH:20]=[CH:21][C:16]=1[C:14]([N:11]1[CH2:12][CH2:13][N:8]([C:5]2[N:6]=[CH:7][C:2]([C:28]#[C:27][CH2:26][O:29][C:30]3[CH:37]=[CH:36][C:33]([C:34]#[N:35])=[CH:32][N:31]=3)=[CH:3][CH:4]=2)[CH2:9][CH2:10]1)=[O:15]. (2) Given the reactants Br[CH2:2][CH2:3][CH2:4][CH2:5][O:6][C:7]1[CH:22]=[CH:21][C:10]2[C:11]([C:14]3[CH:19]=[CH:18][C:17]([Br:20])=[CH:16][CH:15]=3)=[N:12][S:13][C:9]=2[CH:8]=1.[CH3:23][C:24]([NH2:28])([C:26]#[CH:27])[CH3:25], predict the reaction product. The product is: [Br:20][C:17]1[CH:18]=[CH:19][C:14]([C:11]2[C:10]3[CH:21]=[CH:22][C:7]([O:6][CH2:5][CH2:4][CH2:3][CH2:2][NH:28][C:24]([CH3:25])([CH3:23])[C:26]#[CH:27])=[CH:8][C:9]=3[S:13][N:12]=2)=[CH:15][CH:16]=1. (3) The product is: [CH3:38][O:39][C:40](=[O:47])[CH2:41][CH2:42][CH2:43][CH2:44][CH2:45][N:12]([S:9]([C:6]1[CH:7]=[CH:8][C:3]([C:2]([F:1])([F:34])[F:35])=[CH:4][CH:5]=1)(=[O:10])=[O:11])[C:13]1[CH:33]=[CH:32][C:16]2[N:17]([C:26]3[CH:31]=[CH:30][CH:29]=[CH:28][CH:27]=3)[C:18]([C:20]3[CH:25]=[CH:24][CH:23]=[CH:22][CH:21]=3)=[N:19][C:15]=2[CH:14]=1. Given the reactants [F:1][C:2]([F:35])([F:34])[C:3]1[CH:8]=[CH:7][C:6]([S:9]([NH:12][C:13]2[CH:33]=[CH:32][C:16]3[N:17]([C:26]4[CH:31]=[CH:30][CH:29]=[CH:28][CH:27]=4)[C:18]([C:20]4[CH:25]=[CH:24][CH:23]=[CH:22][CH:21]=4)=[N:19][C:15]=3[CH:14]=2)(=[O:11])=[O:10])=[CH:5][CH:4]=1.[H-].[Na+].[CH3:38][O:39][C:40](=[O:47])[CH2:41][CH2:42][CH2:43][CH2:44][CH2:45]Br.O, predict the reaction product. (4) Given the reactants [OH:1][CH2:2][CH2:3][NH:4][C:5](=[O:7])[CH3:6].Cl[C:9]1[C:18]2[C:13](=[CH:14][CH:15]=[C:16](OC(F)(F)F)[CH:17]=2)[N:12]=[C:11]([N:24]2[CH2:30][C:29]3[CH:31]=[CH:32][CH:33]=[CH:34][C:28]=3[S:27](=[O:36])(=[O:35])[CH2:26][CH2:25]2)[CH:10]=1.[CH3:37]C(C)([O-])C.[Na+], predict the reaction product. The product is: [O:35]=[S:27]1(=[O:36])[C:28]2[CH:34]=[CH:33][CH:32]=[CH:31][C:29]=2[CH2:30][N:24]([C:11]2[CH:10]=[C:9]([O:1][CH2:2][CH2:3][NH:4][C:5](=[O:7])[CH3:6])[C:18]3[C:13](=[CH:14][CH:15]=[C:16]([CH3:37])[CH:17]=3)[N:12]=2)[CH2:25][CH2:26]1.